Predict which catalyst facilitates the given reaction. From a dataset of Catalyst prediction with 721,799 reactions and 888 catalyst types from USPTO. (1) Reactant: [F:1][C:2]1[C:7]([C:8]2[CH:9]=[C:10]([C@:14]34[CH2:22][NH:21][CH2:20][C@H:19]3[CH2:18][S:17][C:16]([NH:23][C:24](=[O:30])[O:25][C:26]([CH3:29])([CH3:28])[CH3:27])=[N:15]4)[CH:11]=[CH:12][CH:13]=2)=[CH:6][CH:5]=[CH:4][N:3]=1.[F:31][C:32]1[CH:37]=[CH:36][C:35](B(O)O)=[CH:34][CH:33]=1.C(N(CC)CC)C. Product: [F:31][C:32]1[CH:37]=[CH:36][C:35]([N:21]2[CH2:20][C@@H:19]3[C@@:14]([C:10]4[CH:11]=[CH:12][CH:13]=[C:8]([C:7]5[C:2]([F:1])=[N:3][CH:4]=[CH:5][CH:6]=5)[CH:9]=4)([N:15]=[C:16]([NH:23][C:24](=[O:30])[O:25][C:26]([CH3:27])([CH3:29])[CH3:28])[S:17][CH2:18]3)[CH2:22]2)=[CH:34][CH:33]=1. The catalyst class is: 221. (2) Reactant: Cl.CN(C)[CH2:4][CH2:5][CH2:6][N:7]=[C:8]=NCC.[F:13][C:14]([F:38])([F:37])[O:15][C:16]1[CH:21]=[CH:20][C:19]([S:22]([N:25]2[CH2:30][CH2:29][C:28](=[N:31][O:32][CH2:33][C:34](O)=[O:35])[CH2:27][CH2:26]2)(=[O:24])=[O:23])=[CH:18][CH:17]=1.N1CCCC1.ON1C2C=CC=CC=2N=N1. Product: [O:35]=[C:34]([N:7]1[CH2:8][CH2:4][CH2:5][CH2:6]1)[CH2:33][O:32][N:31]=[C:28]1[CH2:29][CH2:30][N:25]([S:22]([C:19]2[CH:20]=[CH:21][C:16]([O:15][C:14]([F:38])([F:37])[F:13])=[CH:17][CH:18]=2)(=[O:23])=[O:24])[CH2:26][CH2:27]1. The catalyst class is: 143. (3) Reactant: Cl[C:2]1[N:3]=[C:4]([CH2:12][OH:13])[CH:5]=[C:6]2[CH:11]=[CH:10][CH2:9][O:8][C:7]=12.CCO.[OH-].[Na+]. Product: [O:8]1[C:7]2=[CH:2][N:3]=[C:4]([CH2:12][OH:13])[CH:5]=[C:6]2[CH2:11][CH2:10][CH2:9]1. The catalyst class is: 45.